From a dataset of Catalyst prediction with 721,799 reactions and 888 catalyst types from USPTO. Predict which catalyst facilitates the given reaction. (1) Reactant: OS([C:5]([F:8])([F:7])[F:6])(=O)=O.Cl.[C:10]([S:13][CH2:14][C:15]1[CH2:16][CH2:17][CH2:18][C:19]2[CH:26]=[CH:25][C:24]([Br:27])=[CH:23][C:20]=2[C:21]=1[CH3:22])(=[NH:12])[NH2:11].[C:28](=O)([OH:30])[O-:29].[Na+]. Product: [Br:27][C:24]1[CH:25]=[CH:26][C:19]2[CH2:18][CH2:17][CH2:16][C@@H:15]3[CH2:14][S:13][C:10]([NH2:11])=[N:12][C@:21]3([CH3:22])[C:20]=2[CH:23]=1.[C:28]([OH:30])([C:5]([F:8])([F:7])[F:6])=[O:29]. The catalyst class is: 67. (2) Product: [Cl:29][C:26]1[CH:25]=[CH:24][C:23]([CH2:22][N:18]2[C:19]3[C:20](=[O:21])[N:12]([CH2:11][CH:10]([O:44][CH3:45])[CH2:9][OH:8])[C:13](=[O:43])[N:14]([CH3:42])[C:15]=3[N:16]=[C:17]2[O:30][C:31]2[CH:36]=[CH:35][CH:34]=[C:33]([O:37][C:38]([F:41])([F:39])[F:40])[CH:32]=2)=[CH:28][CH:27]=1. The catalyst class is: 8. Reactant: [Si]([O:8][CH2:9][CH:10]([O:44][CH3:45])[CH2:11][N:12]1[C:20](=[O:21])[C:19]2[N:18]([CH2:22][C:23]3[CH:28]=[CH:27][C:26]([Cl:29])=[CH:25][CH:24]=3)[C:17]([O:30][C:31]3[CH:36]=[CH:35][CH:34]=[C:33]([O:37][C:38]([F:41])([F:40])[F:39])[CH:32]=3)=[N:16][C:15]=2[N:14]([CH3:42])[C:13]1=[O:43])(C(C)(C)C)(C)C.Cl. (3) Reactant: [OH:1][C@@H:2]1[CH2:11][C:6]2([CH2:10][CH2:9][CH2:8][CH2:7]2)[C@@H:5]([C:12]([OH:14])=[O:13])[C:4]([CH3:15])=[CH:3]1.[C:16](=O)([O-])[O-].[K+].[K+].CI.Cl. Product: [OH:1][C@@H:2]1[CH2:11][C:6]2([CH2:7][CH2:8][CH2:9][CH2:10]2)[C@@H:5]([C:12]([O:14][CH3:16])=[O:13])[C:4]([CH3:15])=[CH:3]1. The catalyst class is: 3.